Dataset: Full USPTO retrosynthesis dataset with 1.9M reactions from patents (1976-2016). Task: Predict the reactants needed to synthesize the given product. (1) Given the product [CH3:34][O:35][C:36](=[O:48])[C@@H:37]([NH:38][C:39]([O:41][C:42]([CH3:45])([CH3:44])[CH3:43])=[O:40])[CH2:46][C:2]1[C:9]([CH3:10])=[CH:8][C:5]([C:6]#[N:7])=[CH:4][C:3]=1[CH3:11], predict the reactants needed to synthesize it. The reactants are: Br[C:2]1[C:9]([CH3:10])=[CH:8][C:5]([C:6]#[N:7])=[CH:4][C:3]=1[CH3:11].CC1C=CC=CC=1P(C1C=CC=CC=1C)C1C=CC=CC=1C.[CH3:34][O:35][C:36](=[O:48])[C@H:37]([CH2:46]I)[NH:38][C:39]([O:41][C:42]([CH3:45])([CH3:44])[CH3:43])=[O:40]. (2) Given the product [Br:1][C:2]1[S:3][CH:4]=[C:5]([Br:9])[C:6]=1[CH2:7][C:10]#[N:11], predict the reactants needed to synthesize it. The reactants are: [Br:1][C:2]1[S:3][CH:4]=[C:5]([Br:9])[C:6]=1[CH2:7]Br.[C-:10]#[N:11].[K+]. (3) Given the product [Cl:14][C:12]1[C:13]2[N:8]([C:7]([C:15]3([OH:19])[CH2:16][O:17][CH2:18]3)=[CH:6][C:5]=2[C:3]([OH:4])=[O:2])[CH:9]=[CH:10][CH:11]=1, predict the reactants needed to synthesize it. The reactants are: C[O:2][C:3]([C:5]1[CH:6]=[C:7]([C:15]2([OH:19])[CH2:18][O:17][CH2:16]2)[N:8]2[C:13]=1[C:12]([Cl:14])=[CH:11][CH:10]=[CH:9]2)=[O:4].[OH-].[Na+].